This data is from Retrosynthesis with 50K atom-mapped reactions and 10 reaction types from USPTO. The task is: Predict the reactants needed to synthesize the given product. (1) The reactants are: CC(C)OC(=O)N1c2ccc(C(F)(F)F)cc2[C@H](N(Cc2cc(C(F)(F)F)cc(C(F)(F)F)c2)c2nnn(C3CCN(C(=O)OC(C)(C)C)CC3)n2)C[C@@H]1C. Given the product CC(C)OC(=O)N1c2ccc(C(F)(F)F)cc2[C@H](N(Cc2cc(C(F)(F)F)cc(C(F)(F)F)c2)c2nnn(C3CCNCC3)n2)C[C@@H]1C, predict the reactants needed to synthesize it. (2) Given the product COC(=O)c1cc(F)ccc1NC1CCC2(CC1)OCCO2, predict the reactants needed to synthesize it. The reactants are: COC(=O)c1cc(F)ccc1N.O=C1CCC2(CC1)OCCO2. (3) The reactants are: CC(C)(C)C(=O)ON[C@@H](CSc1cccc(F)c1[N+](=O)[O-])C(=O)O. Given the product CC(C)(C)C(=O)ON[C@@H](CSc1cccc(F)c1N)C(=O)O, predict the reactants needed to synthesize it.